Task: Predict the product of the given reaction.. Dataset: Forward reaction prediction with 1.9M reactions from USPTO patents (1976-2016) Given the reactants [OH:1][CH:2]([CH2:8][CH:9]=[CH2:10])[C:3]([O:5][CH2:6][CH3:7])=[O:4].[H-].[Na+].[CH2:13](Br)[C:14]1[CH:19]=[CH:18][CH:17]=[CH:16][CH:15]=1, predict the reaction product. The product is: [CH2:13]([O:1][CH:2]([CH2:8][CH:9]=[CH2:10])[C:3]([O:5][CH2:6][CH3:7])=[O:4])[C:14]1[CH:19]=[CH:18][CH:17]=[CH:16][CH:15]=1.